From a dataset of Reaction yield outcomes from USPTO patents with 853,638 reactions. Predict the reaction yield, written as a fraction of the theoretical maximum amount of product (1.0 means a 100% yield; for example, 0.34 means a 34% yield). (1) The reactants are [Br:1][C:2]1[CH:7]=[CH:6][C:5]([NH:8][C:9]2[C:10]([CH:19]([OH:28])[CH2:20][Si](OC(C)C)(C)C)=[CH:11][C:12]3[NH:16][CH:15]=[N:14][C:13]=3[C:17]=2[F:18])=[C:4]([Cl:29])[CH:3]=1.[F-].[K+].[OH:32]O. The catalyst is CO.C1COCC1.O. The product is [Br:1][C:2]1[CH:7]=[CH:6][C:5]([NH:8][C:9]2[C:10]([CH:19]([OH:28])[CH2:20][OH:32])=[CH:11][C:12]3[NH:16][CH:15]=[N:14][C:13]=3[C:17]=2[F:18])=[C:4]([Cl:29])[CH:3]=1. The yield is 0.340. (2) The reactants are Cl.[CH:2]1([C:5]2[N:9]([CH2:10][C:11]3[C:16]([F:17])=[CH:15][C:14]([O:18][CH2:19][CH3:20])=[CH:13][C:12]=3[F:21])[N:8]=[C:7]([C:22](=[NH:24])[NH2:23])[C:6]=2[CH3:25])[CH2:4][CH2:3]1.[Si]([O:33][CH:34]([C:37]#[N:38])[C:35]#[N:36])(C(C)(C)C)(C)C.C([O-])(C)(C)C.[K+]. The catalyst is C(O)(C)(C)C.O. The product is [NH2:36][C:35]1[C:34]([OH:33])=[C:37]([NH2:38])[N:23]=[C:22]([C:7]2[C:6]([CH3:25])=[C:5]([CH:2]3[CH2:4][CH2:3]3)[N:9]([CH2:10][C:11]3[C:16]([F:17])=[CH:15][C:14]([O:18][CH2:19][CH3:20])=[CH:13][C:12]=3[F:21])[N:8]=2)[N:24]=1. The yield is 0.447. (3) The product is [NH2:13][C:14]1[N:15]([CH3:32])[C:16](=[O:31])[C:17]2([N:30]=1)[C:26]1[C:21](=[CH:22][CH:23]=[C:24]([C:9]#[C:8][CH:10]3[CH2:12][CH2:11]3)[CH:25]=1)[CH2:20][C:19]([CH3:28])([CH3:29])[CH2:18]2. The yield is 0.649. The reactants are C(NC(C)C)(C)C.[C:8]([CH:10]1[CH2:12][CH2:11]1)#[CH:9].[NH2:13][C:14]1[N:15]([CH3:32])[C:16](=[O:31])[C:17]2([N:30]=1)[C:26]1[C:21](=[CH:22][CH:23]=[C:24](Br)[CH:25]=1)[CH2:20][C:19]([CH3:29])([CH3:28])[CH2:18]2. The catalyst is C(#N)C.CC#N.CC#N.Cl[Pd]Cl.[Cu]I.C(P(C(C)(C)C)C(C)(C)C)(C)(C)C. (4) The reactants are [CH:1]1[C:10]2[C:5](=[CH:6][CH:7]=[CH:8][CH:9]=2)[CH:4]=[CH:3][C:2]=1[C:11]1[CH2:15][CH2:14][CH:13]([OH:16])[CH:12]=1.[CH2:17]([Zn]CC)C.ICI. The catalyst is ClCCl. The product is [CH:1]1[C:10]2[C:5](=[CH:6][CH:7]=[CH:8][CH:9]=2)[CH:4]=[CH:3][C:2]=1[C:11]12[CH2:17][CH:12]1[CH:13]([OH:16])[CH2:14][CH2:15]2. The yield is 1.00. (5) The catalyst is O. The reactants are [CH3:1][Si:2]([CH3:33])([CH3:32])[CH2:3][CH2:4][O:5][CH2:6][N:7]1[C:11]2[N:12]=[CH:13][N:14]=[C:15]([C:16]3[CH:17]=[N:18][N:19]([CH:21]([CH2:27][C:28]([O:30]C)=[O:29])[CH2:22][C:23]([O:25]C)=[O:24])[CH:20]=3)[C:10]=2[CH:9]=[CH:8]1.CO.O.[OH-].[Li+]. The product is [CH3:33][Si:2]([CH3:1])([CH3:32])[CH2:3][CH2:4][O:5][CH2:6][N:7]1[C:11]2[N:12]=[CH:13][N:14]=[C:15]([C:16]3[CH:17]=[N:18][N:19]([CH:21]([CH2:27][C:28]([OH:30])=[O:29])[CH2:22][C:23]([OH:25])=[O:24])[CH:20]=3)[C:10]=2[CH:9]=[CH:8]1. The yield is 0.800. (6) The reactants are [NH2:1][C:2]1[N:7]=[CH:6][C:5]([N:8]2[CH2:13][CH2:12][N:11]([C:14]([O:16][C:17]([CH3:20])([CH3:19])[CH3:18])=[O:15])[CH2:10][C:9]2([CH3:22])[CH3:21])=[CH:4][CH:3]=1.Br[C:24]1[C:25](=[O:32])[N:26]([CH3:31])[CH:27]=[C:28]([Br:30])[CH:29]=1.C(=O)([O-])[O-].[Cs+].[Cs+].CC1(C)C2C(=C(P(C3C=CC=CC=3)C3C=CC=CC=3)C=CC=2)OC2C(P(C3C=CC=CC=3)C3C=CC=CC=3)=CC=CC1=2. The catalyst is C1C=CC(/C=C/C(/C=C/C2C=CC=CC=2)=O)=CC=1.C1C=CC(/C=C/C(/C=C/C2C=CC=CC=2)=O)=CC=1.C1C=CC(/C=C/C(/C=C/C2C=CC=CC=2)=O)=CC=1.[Pd].[Pd].O1CCOCC1. The product is [Br:30][C:28]1[CH:29]=[C:24]([NH:1][C:2]2[N:7]=[CH:6][C:5]([N:8]3[CH2:13][CH2:12][N:11]([C:14]([O:16][C:17]([CH3:20])([CH3:19])[CH3:18])=[O:15])[CH2:10][C:9]3([CH3:22])[CH3:21])=[CH:4][CH:3]=2)[C:25](=[O:32])[N:26]([CH3:31])[CH:27]=1. The yield is 0.790. (7) The reactants are O.O.O.C([O-])(=O)C.[Na+].[CH3:9][C@H:10]1[C@@:19]2([CH3:20])[C:14]([CH2:15][CH2:16][C@@H:17]([C:21](Cl)([CH3:23])[CH3:22])[CH2:18]2)=[CH:13][C:12](=[O:25])[CH2:11]1.O. The catalyst is C(O)(=O)C. The product is [CH3:9][C@H:10]1[C@:19]2([CH3:20])[CH2:18][C@H:17]([C:21]([CH3:23])=[CH2:22])[CH2:16][CH2:15][C:14]2=[CH:13][C:12](=[O:25])[CH2:11]1. The yield is 0.930. (8) The reactants are C([N:8]1[CH2:15][CH2:14][N:13]([C:16]2[C:17]3[CH:24]=[CH:23][NH:22][C:18]=3[N:19]=[CH:20][N:21]=2)[CH2:12][C:9]21[CH2:11][CH2:10]2)C1C=CC=CC=1.C([O-])=O.[NH4+]. The catalyst is CO.[Pd]. The product is [CH2:11]1[C:9]2([CH2:12][N:13]([C:16]3[C:17]4[CH:24]=[CH:23][NH:22][C:18]=4[N:19]=[CH:20][N:21]=3)[CH2:14][CH2:15][NH:8]2)[CH2:10]1. The yield is 0.830. (9) The reactants are Br[C:2]1[N:3]=[CH:4][C:5]([N:8]2[C:12]3[CH:13]=[CH:14][C:15]([O:17][CH3:18])=[CH:16][C:11]=3[N:10]=[C:9]2[C:19]([F:22])([F:21])[F:20])=[N:6][CH:7]=1.FC1C=CC=C(F)C=1C(NC1C=NC(N2C3C=CC(OC)=CC=3N=C2C(F)(F)F)=CN=1)=O.[CH3:55][C:56]1[CH:63]=[CH:62][CH:61]=[CH:60][C:57]=1[CH2:58][NH2:59].N1CCC[C@H]1C(O)=O. The catalyst is CS(C)=O.[Cu]I.CCOC(C)=O. The product is [CH3:18][O:17][C:15]1[CH:14]=[CH:13][C:12]2[N:8]([C:5]3[N:6]=[CH:7][C:2]([NH:59][CH2:58][C:57]4[CH:60]=[CH:61][CH:62]=[CH:63][C:56]=4[CH3:55])=[N:3][CH:4]=3)[C:9]([C:19]([F:22])([F:21])[F:20])=[N:10][C:11]=2[CH:16]=1. The yield is 0.440. (10) The reactants are [F:1][C:2]1[C:19]([NH:20][C:21]([C:23]([NH:25][NH2:26])=[O:24])=[O:22])=[C:18]([N+:27]([O-:29])=[O:28])[CH:17]=[CH:16][C:3]=1[O:4][C@@H:5]1[CH2:10][CH2:9][C@H:8]([C:11]([O:13][CH2:14][CH3:15])=[O:12])[CH2:7][CH2:6]1.[F:30][C:31]1[CH:36]=[CH:35][C:34]([N:37]=[C:38]=S)=[CH:33][CH:32]=1.C(Cl)CCl. The catalyst is CC(N(C)C)=O.C(OCC)(=O)C. The product is [F:1][C:2]1[C:19]([NH:20][C:21]([C:23]2[O:24][C:38]([NH:37][C:34]3[CH:35]=[CH:36][C:31]([F:30])=[CH:32][CH:33]=3)=[N:26][N:25]=2)=[O:22])=[C:18]([N+:27]([O-:29])=[O:28])[CH:17]=[CH:16][C:3]=1[O:4][C@@H:5]1[CH2:10][CH2:9][C@H:8]([C:11]([O:13][CH2:14][CH3:15])=[O:12])[CH2:7][CH2:6]1. The yield is 0.730.